This data is from Reaction yield outcomes from USPTO patents with 853,638 reactions. The task is: Predict the reaction yield, written as a fraction of the theoretical maximum amount of product (1.0 means a 100% yield; for example, 0.34 means a 34% yield). (1) The reactants are [Br:1][C:2]1[CH:3]=[C:4]([CH:6]=[CH:7][C:8]=1[O:9][C:10]1[CH:15]=[CH:14][C:13]([F:16])=[CH:12][C:11]=1[F:17])[NH2:5].C(N(CC)CC)C.[CH2:25]([S:27](Cl)(=[O:29])=[O:28])[CH3:26].[OH-].[Na+].[NH4+].[Cl-]. The catalyst is ClCCl.O1CCOCC1. The product is [Br:1][C:2]1[CH:3]=[C:4]([NH:5][S:27]([CH2:25][CH3:26])(=[O:29])=[O:28])[CH:6]=[CH:7][C:8]=1[O:9][C:10]1[CH:15]=[CH:14][C:13]([F:16])=[CH:12][C:11]=1[F:17]. The yield is 0.331. (2) The reactants are FC(F)(F)C([N:5]([C@@H:13]1[CH2:15][C@H:14]1[C:16]1[CH:21]=[CH:20][CH:19]=[CH:18][CH:17]=1)[CH2:6][CH:7]1[CH2:12][CH2:11][NH:10][CH2:9][CH2:8]1)=O.Br[C:25]1[CH:30]=[CH:29][CH:28]=[CH:27][CH:26]=1.CC(C)([O-])C.[Na+].O. The catalyst is C1(C)C=CC=CC=1.C1C=CC(/C=C/C(/C=C/C2C=CC=CC=2)=O)=CC=1.C1C=CC(/C=C/C(/C=C/C2C=CC=CC=2)=O)=CC=1.C1C=CC(/C=C/C(/C=C/C2C=CC=CC=2)=O)=CC=1.[Pd].[Pd]. The product is [C:16]1([C@@H:14]2[CH2:15][C@H:13]2[NH:5][CH2:6][CH:7]2[CH2:8][CH2:9][N:10]([C:25]3[CH:30]=[CH:29][CH:28]=[CH:27][CH:26]=3)[CH2:11][CH2:12]2)[CH:17]=[CH:18][CH:19]=[CH:20][CH:21]=1. The yield is 0.117. (3) The reactants are [C:1]([O:5][C:6](=[O:38])[NH:7][C:8](=[NH:37])[C:9]1[S:10][C:11]([S:35][CH3:36])=[C:12]([S:14]([C:17]2[CH:18]=[C:19]([C:23]3[CH:28]=[CH:27][CH:26]=[C:25]([CH:29]([OH:34])[C:30]([F:33])([F:32])[F:31])[CH:24]=3)[CH:20]=[CH:21][CH:22]=2)(=[O:16])=[O:15])[CH:13]=1)([CH3:4])([CH3:3])[CH3:2].CC(OI1(OC(C)=O)(OC(C)=O)OC(=O)C2C1=CC=CC=2)=O. The catalyst is C(Cl)Cl. The product is [C:1]([O:5][C:6](=[O:38])[NH:7][C:8](=[NH:37])[C:9]1[S:10][C:11]([S:35][CH3:36])=[C:12]([S:14]([C:17]2[CH:18]=[C:19]([C:23]3[CH:28]=[CH:27][CH:26]=[C:25]([C:29](=[O:34])[C:30]([F:32])([F:33])[F:31])[CH:24]=3)[CH:20]=[CH:21][CH:22]=2)(=[O:15])=[O:16])[CH:13]=1)([CH3:4])([CH3:2])[CH3:3]. The yield is 1.00. (4) The reactants are C1(P([N:15]=[N+]=[N-])(C2C=CC=CC=2)=O)C=CC=CC=1.[Cl:18][C:19]1[C:28](C(O)=O)=[CH:27][C:26]2[C:21](=[CH:22][C:23]([C:32]([F:35])([F:34])[F:33])=[CH:24][CH:25]=2)[N:20]=1.CCCCCC.CC(=O)OCC. The yield is 0.260. The product is [Cl:18][C:19]1[C:28]([NH2:15])=[CH:27][C:26]2[C:21](=[CH:22][C:23]([C:32]([F:35])([F:34])[F:33])=[CH:24][CH:25]=2)[N:20]=1. The catalyst is C1C=CC=CC=1. (5) The yield is 0.610. The reactants are Cl[C:2]1[CH:3]=[C:4]([CH:14]=[CH:15][C:16]=1[N+:17]([O-:19])=[O:18])[C:5]([NH:7][C:8]1[CH:13]=[CH:12][CH:11]=[CH:10][CH:9]=1)=[O:6].[C:20]([O:24][C:25](=[O:34])[NH:26][CH2:27][CH:28]1[CH2:33][CH2:32][NH:31][CH2:30][CH2:29]1)([CH3:23])([CH3:22])[CH3:21].C(=O)([O-])[O-].[K+].[K+]. The product is [C:20]([O:24][C:25](=[O:34])[NH:26][CH2:27][CH:28]1[CH2:29][CH2:30][N:31]([C:2]2[CH:3]=[C:4]([C:5](=[O:6])[NH:7][C:8]3[CH:13]=[CH:12][CH:11]=[CH:10][CH:9]=3)[CH:14]=[CH:15][C:16]=2[N+:17]([O-:19])=[O:18])[CH2:32][CH2:33]1)([CH3:23])([CH3:21])[CH3:22]. The catalyst is CN(C)C=O. (6) The reactants are Cl[C:2]1[C:7]([N+:8]([O-:10])=[O:9])=[C:6]([C:11]2[CH:16]=[CH:15][C:14]([Cl:17])=[CH:13][C:12]=2[Cl:18])[CH:5]=[CH:4][N:3]=1.[CH3:19][CH:20]([NH2:24])[CH2:21][CH2:22][CH3:23]. No catalyst specified. The product is [Cl:18][C:12]1[CH:13]=[C:14]([Cl:17])[CH:15]=[CH:16][C:11]=1[C:6]1[CH:5]=[CH:4][N:3]=[C:2]([NH:24][CH:20]([CH3:19])[CH2:21][CH2:22][CH3:23])[C:7]=1[N+:8]([O-:10])=[O:9]. The yield is 0.870. (7) The reactants are [CH2:1]([NH:4][C:5]([C:7]1[C:12](Br)=[CH:11][N:10]=[C:9]([S:14][CH3:15])[N:8]=1)=[O:6])[CH:2]=[CH2:3].C(N(C(C)C)CC)(C)C. The catalyst is CC(N(C)C)=O.C(Cl)Cl. The product is [CH3:3][C:2]1[C:12]2[CH:11]=[N:10][C:9]([S:14][CH3:15])=[N:8][C:7]=2[C:5](=[O:6])[NH:4][CH:1]=1. The yield is 0.470. (8) The reactants are [C:1]1([N:7]2[C:15]3[CH:14]=[CH:13][NH:12][CH2:11][C:10]=3[N:9]=[CH:8]2)[CH:6]=[CH:5][CH:4]=[CH:3][CH:2]=1.[Cl:16][C:17]1[C:25]([C:26]([F:29])([F:28])[F:27])=[CH:24][CH:23]=[CH:22][C:18]=1[C:19](O)=[O:20].CN(C(ON1N=NC2C=CC=NC1=2)=[N+](C)C)C.F[P-](F)(F)(F)(F)F. The catalyst is C(Cl)Cl. The product is [Cl:16][C:17]1[C:25]([C:26]([F:28])([F:29])[F:27])=[CH:24][CH:23]=[CH:22][C:18]=1[C:19]([N:12]1[CH:13]=[CH:14][C:15]2[N:7]([C:1]3[CH:2]=[CH:3][CH:4]=[CH:5][CH:6]=3)[CH:8]=[N:9][C:10]=2[CH2:11]1)=[O:20]. The yield is 0.870. (9) The reactants are [F:1][C:2]1[CH:9]=[CH:8][C:7]([CH2:10][O:11][N:12]=[C:13]2[CH2:18][CH2:17][NH:16][CH2:15][CH2:14]2)=[CH:6][C:3]=1[C:4]#[N:5].Br[CH2:20][C:21]([NH:23][C:24]1[CH:29]=[CH:28][C:27]([F:30])=[CH:26][CH:25]=1)=[O:22].C([O-])([O-])=O.[K+].[K+]. The catalyst is C(#N)C. The product is [C:4]([C:3]1[CH:6]=[C:7]([CH:8]=[CH:9][C:2]=1[F:1])[CH2:10][O:11][N:12]=[C:13]1[CH2:14][CH2:15][N:16]([CH2:20][C:21]([NH:23][C:24]2[CH:29]=[CH:28][C:27]([F:30])=[CH:26][CH:25]=2)=[O:22])[CH2:17][CH2:18]1)#[N:5]. The yield is 0.680.